This data is from Catalyst prediction with 721,799 reactions and 888 catalyst types from USPTO. The task is: Predict which catalyst facilitates the given reaction. Reactant: [CH3:1][O:2][CH2:3][C:4](Cl)=[O:5].[CH:7]1([C:10]2[CH:16]=[CH:15][C:13]([NH2:14])=[CH:12][CH:11]=2)[CH2:9][CH2:8]1.CCN(C(C)C)C(C)C. Product: [CH:7]1([C:10]2[CH:16]=[CH:15][C:13]([NH:14][C:4](=[O:5])[CH2:3][O:2][CH3:1])=[CH:12][CH:11]=2)[CH2:9][CH2:8]1. The catalyst class is: 2.